From a dataset of Reaction yield outcomes from USPTO patents with 853,638 reactions. Predict the reaction yield, written as a fraction of the theoretical maximum amount of product (1.0 means a 100% yield; for example, 0.34 means a 34% yield). (1) The reactants are [N+:1]([C:4]1[CH:20]=[CH:19][C:7]2[C:8]3[CH:14]=[C:13]([S:15](Cl)(=[O:17])=[O:16])[CH:12]=[CH:11][C:9]=3[O:10][C:6]=2[CH:5]=1)([O-:3])=[O:2].Cl.[NH2:22][C@H:23]([CH:28]([CH3:30])[CH3:29])[C:24]([O:26][CH3:27])=[O:25].C(N(CC)C(C)C)(C)C. The catalyst is C(Cl)Cl. The product is [CH3:29][CH:28]([CH3:30])[C@@H:23]([NH:22][S:15]([C:13]1[CH:12]=[CH:11][C:9]2[O:10][C:6]3[CH:5]=[C:4]([N+:1]([O-:3])=[O:2])[CH:20]=[CH:19][C:7]=3[C:8]=2[CH:14]=1)(=[O:17])=[O:16])[C:24]([O:26][CH3:27])=[O:25]. The yield is 0.880. (2) The reactants are [CH3:1][C:2]1([CH3:11])[CH2:7][C:6]([CH3:9])([CH3:8])[CH2:5][C:4](=O)[CH2:3]1.[CH3:12][O:13][C:14]1[CH:32]=[CH:31][C:17]([C:18]([C:20]2[CH:25]=[CH:24][C:23]([NH:26][S:27]([CH3:30])(=[O:29])=[O:28])=[CH:22][CH:21]=2)=O)=[CH:16][CH:15]=1.C([O-])([O-])=O.[K+].[K+]. The catalyst is C1COCC1.O.[Ti](Cl)(Cl)(Cl)Cl.[Zn]. The product is [CH3:12][O:13][C:14]1[CH:32]=[CH:31][C:17]([C:18](=[C:4]2[CH2:3][C:2]([CH3:11])([CH3:1])[CH2:7][C:6]([CH3:9])([CH3:8])[CH2:5]2)[C:20]2[CH:25]=[CH:24][C:23]([NH:26][S:27]([CH3:30])(=[O:29])=[O:28])=[CH:22][CH:21]=2)=[CH:16][CH:15]=1. The yield is 0.710. (3) The reactants are [Cl-].O[NH3+:3].[C:4](=[O:7])([O-])[OH:5].[Na+].CS(C)=O.[CH2:13]([C:17]1[N:18]=[C:19]([CH3:47])[N:20]([CH2:39][C:40]2[CH:45]=[CH:44][C:43]([CH3:46])=[CH:42][CH:41]=2)[C:21](=[O:38])[C:22]=1[CH2:23][C:24]1[CH:29]=[CH:28][C:27]([C:30]2[C:31]([C:36]#[N:37])=[CH:32][CH:33]=[CH:34][CH:35]=2)=[CH:26][CH:25]=1)[CH2:14][CH2:15][CH3:16]. The catalyst is C(OCC)(=O)C. The product is [CH2:13]([C:17]1[N:18]=[C:19]([CH3:47])[N:20]([CH2:39][C:40]2[CH:45]=[CH:44][C:43]([CH3:46])=[CH:42][CH:41]=2)[C:21](=[O:38])[C:22]=1[CH2:23][C:24]1[CH:29]=[CH:28][C:27]([C:30]2[CH:35]=[CH:34][CH:33]=[CH:32][C:31]=2[C:36]2[NH:3][C:4](=[O:7])[O:5][N:37]=2)=[CH:26][CH:25]=1)[CH2:14][CH2:15][CH3:16]. The yield is 0.590. (4) The reactants are [CH2:1]([N:8]1[C:16]2[C:11](=[CH:12][C:13]([NH:17][C:18]3[C:23]([C:24]([NH:26][C@@H:27]4[CH2:32][CH2:31][C@H:30]([NH:33][C:34]([C:36]5[N:37]=[C:38]6[CH:43]=[CH:42][CH:41]=[CH:40][N:39]6[CH:44]=5)=[O:35])[CH2:29][CH2:28]4)=[O:25])=[CH:22][C:21]([F:45])=[CH:20][N:19]=3)=[CH:14][CH:15]=2)[CH:10]=[N:9]1)[C:2]1[CH:7]=[CH:6][CH:5]=[CH:4][CH:3]=1.[C:46](N1C=CN=C1)(N1C=CN=C1)=[O:47].[H-].[Na+]. The catalyst is CN(C)C=O. The product is [CH2:1]([N:8]1[C:16]2[C:11](=[CH:12][C:13]([N:17]3[C:18]4[N:19]=[CH:20][C:21]([F:45])=[CH:22][C:23]=4[C:24](=[O:25])[N:26]([C@@H:27]4[CH2:32][CH2:31][C@H:30]([NH:33][C:34]([C:36]5[N:37]=[C:38]6[CH:43]=[CH:42][CH:41]=[CH:40][N:39]6[CH:44]=5)=[O:35])[CH2:29][CH2:28]4)[C:46]3=[O:47])=[CH:14][CH:15]=2)[CH:10]=[N:9]1)[C:2]1[CH:7]=[CH:6][CH:5]=[CH:4][CH:3]=1. The yield is 0.510.